Task: Predict which catalyst facilitates the given reaction.. Dataset: Catalyst prediction with 721,799 reactions and 888 catalyst types from USPTO Reactant: CO[C:3]([C:5]1[N:6]=[CH:7][N:8]([CH2:14][C:15]2[CH:20]=[CH:19][CH:18]=[CH:17][CH:16]=2)[C:9]=1[C:10]([O:12]C)=O)=[O:4].[O:21]1[C:25]2[CH:26]=[CH:27][C:28]([CH2:30][N:31]3[C:35](=[O:36])[CH2:34][CH2:33][C:32]3=[O:37])=[CH:29][C:24]=2CO1.[H-].[Na+].C1C[O:43][CH2:42]C1. Product: [O:21]1[C:25]2[CH:26]=[CH:27][C:28]([CH2:30][N:31]3[C:32](=[O:37])[C:33]4[C:10]([OH:12])=[C:9]5[C:5]([N:6]=[CH:7][N:8]5[CH2:14][C:15]5[CH:16]=[CH:17][CH:18]=[CH:19][CH:20]=5)=[C:3]([OH:4])[C:34]=4[C:35]3=[O:36])=[CH:29][C:24]=2[O:43][CH2:42]1. The catalyst class is: 5.